From a dataset of Retrosynthesis with 50K atom-mapped reactions and 10 reaction types from USPTO. Predict the reactants needed to synthesize the given product. (1) Given the product Nc1ccc2nc(=O)cccc2c1O, predict the reactants needed to synthesize it. The reactants are: O=c1cccc2c(O)c([N+](=O)[O-])ccc2n1. (2) Given the product O=S(=O)(N[C@H]1CC[C@@H](c2ccc(O)cc2O)CC1)c1cccc(-c2nnn[nH]2)c1, predict the reactants needed to synthesize it. The reactants are: N#Cc1cccc(S(=O)(=O)N[C@H]2CC[C@@H](c3ccc(O)cc3O)CC2)c1.[N-]=[N+]=[N-]. (3) The reactants are: CCOC(=O)c1cn(C2CC2)c2ccc(I)cc2c1=O.NCc1ccc(Cl)cc1. Given the product O=C(NCc1ccc(Cl)cc1)c1cn(C2CC2)c2ccc(I)cc2c1=O, predict the reactants needed to synthesize it. (4) Given the product CN(C)C(C)(CO)C(NC(=O)c1cc(C(F)(F)F)nc2ccccc12)c1ccccc1, predict the reactants needed to synthesize it. The reactants are: CN(C)C(C)(CO[Si](C)(C)C(C)(C)C)C(NC(=O)c1cc(C(F)(F)F)nc2ccccc12)c1ccccc1. (5) Given the product COc1cc(C=C(C#N)C(N)=O)cc(OC)c1OC, predict the reactants needed to synthesize it. The reactants are: COc1cc(C=O)cc(OC)c1OC.N#CCC(N)=O. (6) Given the product O=C(O)C(F)(F)F, predict the reactants needed to synthesize it. The reactants are: CC(C)(C)OC(=O)Nc1n[nH]c2nc(NC(=O)C3CC3)sc12. (7) Given the product COc1cccc(Nc2cc(Nc3cccc(O)c3)nc(C)n2)c1, predict the reactants needed to synthesize it. The reactants are: COc1cccc(N)c1.Cc1nc(Cl)cc(Nc2cccc(O)c2)n1. (8) Given the product Cc1cc2n(C)c3ncccc3c(=O)n2n1, predict the reactants needed to synthesize it. The reactants are: CO.Cc1cc2[nH]c3ncccc3c(=O)n2n1. (9) Given the product CNC1=CC(=O)C(Nc2ncnc3cc(OC)c(OC)cc23)=CC1=O, predict the reactants needed to synthesize it. The reactants are: CN.COc1cc2ncnc(NC3=CC(=O)C(Cl)=CC3=O)c2cc1OC. (10) Given the product COc1ccc(Cn2cnc3c(-c4ccco4)nc(C4CC4)nc32)cc1, predict the reactants needed to synthesize it. The reactants are: COc1ccc(Cn2cnc3c(-c4ccco4)nc(Cl)nc32)cc1.[Zn+]C1CC1.